Dataset: HIV replication inhibition screening data with 41,000+ compounds from the AIDS Antiviral Screen. Task: Binary Classification. Given a drug SMILES string, predict its activity (active/inactive) in a high-throughput screening assay against a specified biological target. (1) The molecule is O=C(CCc1ccc(O)cc1)c1c(O)cc(O)cc1OC1OC(CO)C(O)C(O)C1O. The result is 0 (inactive). (2) The compound is N#Cc1nc(C=Cc2nc(C#N)c(N)o2)oc1N. The result is 0 (inactive). (3) The drug is CC(=O)C1=C(C)N2C(=NC3=C(CCc4ccccc43)C2c2ccc(Cl)cc2)S1. The result is 0 (inactive).